From a dataset of NCI-60 drug combinations with 297,098 pairs across 59 cell lines. Regression. Given two drug SMILES strings and cell line genomic features, predict the synergy score measuring deviation from expected non-interaction effect. (1) Drug 1: CC12CCC(CC1=CCC3C2CCC4(C3CC=C4C5=CN=CC=C5)C)O. Drug 2: CC(C)CN1C=NC2=C1C3=CC=CC=C3N=C2N. Cell line: SNB-75. Synergy scores: CSS=-1.03, Synergy_ZIP=0.709, Synergy_Bliss=-1.18, Synergy_Loewe=-2.56, Synergy_HSA=-2.67. (2) Drug 1: CC12CCC(CC1=CCC3C2CCC4(C3CC=C4C5=CN=CC=C5)C)O. Drug 2: CCC(=C(C1=CC=CC=C1)C2=CC=C(C=C2)OCCN(C)C)C3=CC=CC=C3.C(C(=O)O)C(CC(=O)O)(C(=O)O)O. Cell line: HCT116. Synergy scores: CSS=7.99, Synergy_ZIP=3.11, Synergy_Bliss=4.66, Synergy_Loewe=3.35, Synergy_HSA=3.30. (3) Drug 1: CNC(=O)C1=CC=CC=C1SC2=CC3=C(C=C2)C(=NN3)C=CC4=CC=CC=N4. Drug 2: CC1C(C(CC(O1)OC2CC(CC3=C2C(=C4C(=C3O)C(=O)C5=C(C4=O)C(=CC=C5)OC)O)(C(=O)CO)O)N)O.Cl. Cell line: SK-MEL-2. Synergy scores: CSS=30.0, Synergy_ZIP=-1.52, Synergy_Bliss=-1.12, Synergy_Loewe=-20.5, Synergy_HSA=-1.87. (4) Drug 1: CN(C)C1=NC(=NC(=N1)N(C)C)N(C)C. Drug 2: C1=NC2=C(N1)C(=S)N=CN2. Cell line: SR. Synergy scores: CSS=-0.259, Synergy_ZIP=-18.7, Synergy_Bliss=-38.2, Synergy_Loewe=-63.2, Synergy_HSA=-36.3. (5) Drug 1: CCC(=C(C1=CC=CC=C1)C2=CC=C(C=C2)OCCN(C)C)C3=CC=CC=C3.C(C(=O)O)C(CC(=O)O)(C(=O)O)O. Drug 2: CCC1=C2CN3C(=CC4=C(C3=O)COC(=O)C4(CC)O)C2=NC5=C1C=C(C=C5)O. Cell line: M14. Synergy scores: CSS=32.6, Synergy_ZIP=4.41, Synergy_Bliss=8.42, Synergy_Loewe=-14.1, Synergy_HSA=6.74. (6) Cell line: NCI-H522. Drug 2: CC1=C(C=C(C=C1)C(=O)NC2=CC(=CC(=C2)C(F)(F)F)N3C=C(N=C3)C)NC4=NC=CC(=N4)C5=CN=CC=C5. Drug 1: COC1=C(C=C2C(=C1)N=CN=C2NC3=CC(=C(C=C3)F)Cl)OCCCN4CCOCC4. Synergy scores: CSS=34.7, Synergy_ZIP=3.15, Synergy_Bliss=4.42, Synergy_Loewe=-2.16, Synergy_HSA=2.31.